This data is from Reaction yield outcomes from USPTO patents with 853,638 reactions. The task is: Predict the reaction yield, written as a fraction of the theoretical maximum amount of product (1.0 means a 100% yield; for example, 0.34 means a 34% yield). (1) The reactants are [CH:1]1([C:4]2[C:11]([N+:12]([O-:14])=[O:13])=[CH:10][C:7]([C:8]#[N:9])=[C:6]([N:15]3[CH2:20][CH2:19][NH:18][C@H:17]([CH:21]([CH3:23])[CH3:22])[CH2:16]3)[N:5]=2)[CH2:3][CH2:2]1.[CH3:24][C:25]([O:28][C:29](O[C:29]([O:28][C:25]([CH3:27])([CH3:26])[CH3:24])=[O:30])=[O:30])([CH3:27])[CH3:26]. The catalyst is C(Cl)Cl. The product is [C:8]([C:7]1[C:6]([N:15]2[CH2:20][CH2:19][N:18]([C:29]([O:28][C:25]([CH3:27])([CH3:26])[CH3:24])=[O:30])[C@H:17]([CH:21]([CH3:23])[CH3:22])[CH2:16]2)=[N:5][C:4]([CH:1]2[CH2:2][CH2:3]2)=[C:11]([N+:12]([O-:14])=[O:13])[CH:10]=1)#[N:9]. The yield is 0.950. (2) The reactants are [Si:1]([O:8][CH2:9][C@@H:10]([N:19]1[CH:24]=[CH:23][C:22]([C:25]2[CH:30]=[CH:29][N:28]=[C:27](S(C)(=O)=O)[N:26]=2)=[CH:21][C:20]1=[O:35])[C:11]1[CH:16]=[CH:15][C:14]([Cl:17])=[C:13]([F:18])[CH:12]=1)([C:4]([CH3:7])([CH3:6])[CH3:5])([CH3:3])[CH3:2].[CH3:36][N:37]1[CH:41]=[C:40]([NH2:42])[C:39]([CH3:43])=[N:38]1.O. The catalyst is C(O)(CC)C. The product is [Si:1]([O:8][CH2:9][C@@H:10]([N:19]1[CH:24]=[CH:23][C:22]([C:25]2[CH:30]=[CH:29][N:28]=[C:27]([NH:42][C:40]3[C:39]([CH3:43])=[N:38][N:37]([CH3:36])[CH:41]=3)[N:26]=2)=[CH:21][C:20]1=[O:35])[C:11]1[CH:16]=[CH:15][C:14]([Cl:17])=[C:13]([F:18])[CH:12]=1)([C:4]([CH3:7])([CH3:6])[CH3:5])([CH3:3])[CH3:2]. The yield is 0.662. (3) The reactants are [CH3:1][O:2][CH2:3][C@@H:4]1[NH:10][CH2:9][C:8]2[CH:11]=[CH:12][C:13]([C:15]([O:17][CH3:18])=[O:16])=[CH:14][C:7]=2[O:6][CH2:5]1.[C:19]1(B(O)O)[CH:24]=[CH:23][CH:22]=[CH:21][CH:20]=1.CCN(CC)CC. The catalyst is C(Cl)Cl.CC([O-])=O.CC([O-])=O.[Cu+2]. The product is [CH3:1][O:2][CH2:3][C@@H:4]1[N:10]([C:19]2[CH:24]=[CH:23][CH:22]=[CH:21][CH:20]=2)[CH2:9][C:8]2[CH:11]=[CH:12][C:13]([C:15]([O:17][CH3:18])=[O:16])=[CH:14][C:7]=2[O:6][CH2:5]1. The yield is 0.120.